Task: Predict the product of the given reaction.. Dataset: Forward reaction prediction with 1.9M reactions from USPTO patents (1976-2016) (1) Given the reactants C(OC(=O)[NH:7][C:8]1[CH:13]=[C:12]([CH2:14][CH2:15][CH3:16])[C:11]([C:17]([F:20])([F:19])[F:18])=[CH:10][C:9]=1[NH:21][C:22](=[O:40])[CH2:23][C:24]([C:26]1[CH:31]=[CH:30][CH:29]=[C:28]([C:32]2[CH:37]=[C:36]([CH3:38])[N:35]=[C:34]([CH3:39])[CH:33]=2)[CH:27]=1)=O)(C)(C)C.C(O)(C(F)(F)F)=O, predict the reaction product. The product is: [CH3:38][C:36]1[CH:37]=[C:32]([C:28]2[CH:27]=[C:26]([C:24]3[CH2:23][C:22](=[O:40])[NH:21][C:9]4[CH:10]=[C:11]([C:17]([F:18])([F:20])[F:19])[C:12]([CH2:14][CH2:15][CH3:16])=[CH:13][C:8]=4[N:7]=3)[CH:31]=[CH:30][CH:29]=2)[CH:33]=[C:34]([CH3:39])[N:35]=1. (2) The product is: [Cl:22][C:23]1[CH:28]=[CH:27][C:26]([C@@H:29]([OH:30])[CH2:31][NH:1][C@@H:2]2[CH2:11][C:10]3[CH:9]=[C:8]([C:12]4[CH:21]=[CH:20][C:15]([C:16]([O:18][CH3:19])=[O:17])=[CH:14][CH:13]=4)[CH:7]=[CH:6][C:5]=3[CH2:4][CH2:3]2)=[CH:25][CH:24]=1. Given the reactants [NH2:1][C@@H:2]1[CH2:11][C:10]2[CH:9]=[C:8]([C:12]3[CH:21]=[CH:20][C:15]([C:16]([O:18][CH3:19])=[O:17])=[CH:14][CH:13]=3)[CH:7]=[CH:6][C:5]=2[CH2:4][CH2:3]1.[Cl:22][C:23]1[CH:28]=[CH:27][C:26]([C@@H:29]2[CH2:31][O:30]2)=[CH:25][CH:24]=1, predict the reaction product. (3) Given the reactants [CH3:1][C:2]1[N:3]=[C:4]([C:16]2[CH:21]=[CH:20][C:19]([C:22]([F:25])([F:24])[F:23])=[CH:18][CH:17]=2)[S:5][C:6]=1[CH2:7]P(=O)(OCC)OCC.[H-].[Na+].[CH2:28]([O:35][C:36]1[CH:43]=[CH:42][C:39]([CH:40]=O)=[CH:38][C:37]=1[CH3:44])[C:29]1[CH:34]=[CH:33][CH:32]=[CH:31][CH:30]=1, predict the reaction product. The product is: [CH2:28]([O:35][C:36]1[CH:43]=[CH:42][C:39](/[CH:40]=[CH:7]/[C:6]2[S:5][C:4]([C:16]3[CH:17]=[CH:18][C:19]([C:22]([F:23])([F:24])[F:25])=[CH:20][CH:21]=3)=[N:3][C:2]=2[CH3:1])=[CH:38][C:37]=1[CH3:44])[C:29]1[CH:30]=[CH:31][CH:32]=[CH:33][CH:34]=1.